This data is from Forward reaction prediction with 1.9M reactions from USPTO patents (1976-2016). The task is: Predict the product of the given reaction. (1) Given the reactants [N:1]([CH:4]1[C:13]2[C:8](=[CH:9][CH:10]=[C:11]([O:14][CH3:15])[CH:12]=2)[C:7](=[O:16])[C:6]([CH3:18])([CH3:17])[CH2:5]1)=[N+]=[N-].[H][H], predict the reaction product. The product is: [NH2:1][CH:4]1[C:13]2[C:8](=[CH:9][CH:10]=[C:11]([O:14][CH3:15])[CH:12]=2)[C:7](=[O:16])[C:6]([CH3:18])([CH3:17])[CH2:5]1. (2) The product is: [NH:1]1[C:9]2[C:4](=[CH:5][C:6](/[CH:10]=[CH:11]/[C:12](=[O:17])[CH2:13][C:14](=[O:16])/[CH:15]=[CH:32]/[C:31]3[CH:30]=[CH:29][C:28]([O:27][CH2:26][C:21]4[CH:22]=[CH:23][CH:24]=[CH:25][N:20]=4)=[CH:35][CH:34]=3)=[CH:7][CH:8]=2)[CH:3]=[CH:2]1. Given the reactants [NH:1]1[C:9]2[C:4](=[CH:5][C:6]([CH:10]=[CH:11][C:12](=[O:17])[CH2:13][C:14](=[O:16])[CH3:15])=[CH:7][CH:8]=2)[CH:3]=[CH:2]1.[B]=O.[N:20]1[CH:25]=[CH:24][CH:23]=[CH:22][C:21]=1[CH2:26][O:27][C:28]1[CH:35]=[CH:34][C:31]([CH:32]=O)=[CH:30][CH:29]=1.B(OC(C)C)(OC(C)C)OC(C)C.N1CCCCC1.Cl.C(=O)(O)[O-].[Na+], predict the reaction product.